This data is from Catalyst prediction with 721,799 reactions and 888 catalyst types from USPTO. The task is: Predict which catalyst facilitates the given reaction. (1) Reactant: [CH3:1][N:2]1[C:10]2[CH:9]=[C:8]3[O:11][CH2:12][CH2:13][O:14][C:7]3=[CH:6][C:5]=2[CH2:4][C:3]1=[O:15].[H-].[Na+].F[C:19]1[CH:24]=[CH:23][CH:22]=[CH:21][C:20]=1[N+:25]([O-:27])=[O:26].Cl. Product: [CH3:1][N:2]1[C:10]2[CH:9]=[C:8]3[O:11][CH2:12][CH2:13][O:14][C:7]3=[CH:6][C:5]=2[CH:4]([C:19]2[CH:24]=[CH:23][CH:22]=[CH:21][C:20]=2[N+:25]([O-:27])=[O:26])[C:3]1=[O:15]. The catalyst class is: 9. (2) Reactant: [CH2:1]([O:8][CH2:9][C@@H:10]([C:14]1[CH:19]=[CH:18][C:17]([Br:20])=[CH:16][C:15]=1[CH3:21])[C:11](O)=[O:12])[C:2]1[CH:7]=[CH:6][CH:5]=[CH:4][CH:3]=1.CN1CCOCC1.ClC(OCC)=O.[BH4-].[Na+]. Product: [CH2:1]([O:8][CH2:9][C@@H:10]([C:14]1[CH:19]=[CH:18][C:17]([Br:20])=[CH:16][C:15]=1[CH3:21])[CH2:11][OH:12])[C:2]1[CH:3]=[CH:4][CH:5]=[CH:6][CH:7]=1. The catalyst class is: 36.